From a dataset of Catalyst prediction with 721,799 reactions and 888 catalyst types from USPTO. Predict which catalyst facilitates the given reaction. (1) Reactant: [C:1]1([NH:7][C:8]2[CH:17]=[CH:16][C:11]([C:12]([O:14]C)=[O:13])=[CH:10][CH:9]=2)[CH:6]=[CH:5][CH:4]=[CH:3][CH:2]=1.[OH-].[Li+]. Product: [C:1]1([NH:7][C:8]2[CH:17]=[CH:16][C:11]([C:12]([OH:14])=[O:13])=[CH:10][CH:9]=2)[CH:2]=[CH:3][CH:4]=[CH:5][CH:6]=1. The catalyst class is: 36. (2) Reactant: [C:1]1([CH3:17])[CH:6]=[CH:5][CH:4]=[C:3]([C:7]2[C:11]3[N:12]=[CH:13][NH:14][C:15](=[O:16])[C:10]=3[S:9][N:8]=2)[CH:2]=1.[Br:18]N1C(=O)CCC1=O.C(OOC(=O)C1C=CC=CC=1)(=O)C1C=CC=CC=1. Product: [Br:18][CH2:17][C:1]1[CH:2]=[C:3]([C:7]2[C:11]3[N:12]=[CH:13][NH:14][C:15](=[O:16])[C:10]=3[S:9][N:8]=2)[CH:4]=[CH:5][CH:6]=1. The catalyst class is: 53. (3) Reactant: FC(F)(F)C(O)=O.[Br:8][C:9]1[C:10]([F:38])=[C:11]([CH:15]2[C:19]([C:22]3[CH:27]=[CH:26][C:25]([Cl:28])=[CH:24][C:23]=3[F:29])([C:20]#[N:21])[CH:18]([CH2:30][C:31]([CH3:34])([CH3:33])[CH3:32])[NH:17][CH:16]2[C:35]([OH:37])=O)[CH:12]=[CH:13][CH:14]=1.CC1(C)[O:44][C@@H:43]([CH2:45][CH2:46][NH2:47])[CH2:42][O:41]1.CN(C(ON1N=NC2C=CC=NC1=2)=[N+](C)C)C.F[P-](F)(F)(F)(F)F.CCN(C(C)C)C(C)C.Cl. Product: [OH:44][C@H:43]([CH2:42][OH:41])[CH2:45][CH2:46][NH:47][C:35]([CH:16]1[CH:15]([C:11]2[CH:12]=[CH:13][CH:14]=[C:9]([Br:8])[C:10]=2[F:38])[C:19]([C:22]2[CH:27]=[CH:26][C:25]([Cl:28])=[CH:24][C:23]=2[F:29])([C:20]#[N:21])[CH:18]([CH2:30][C:31]([CH3:34])([CH3:33])[CH3:32])[NH:17]1)=[O:37]. The catalyst class is: 539. (4) Reactant: [NH2:1][C:2]1[CH:7]=[CH:6][C:5]([C:8]2[O:12][C:11]([C@H:13]([NH:24][C:25]3[C:26]([CH3:34])=[CH:27][C:28]([Cl:33])=[C:29]([CH:32]=3)[C:30]#[N:31])[C@@H:14]([O:16][Si:17]([C:20]([CH3:23])([CH3:22])[CH3:21])([CH3:19])[CH3:18])[CH3:15])=[N:10][N:9]=2)=[CH:4][CH:3]=1.[C:35](Cl)(=[O:37])[CH3:36]. Product: [Si:17]([O:16][C@@H:14]([CH3:15])[C@H:13]([C:11]1[O:12][C:8]([C:5]2[CH:4]=[CH:3][C:2]([NH:1][C:35](=[O:37])[C:36]3[CH:6]=[CH:7][CH:2]=[CH:3][CH:4]=3)=[CH:7][CH:6]=2)=[N:9][N:10]=1)[NH:24][C:25]1[CH:32]=[C:29]([C:30]#[N:31])[C:28]([Cl:33])=[CH:27][C:26]=1[CH3:34])([C:20]([CH3:23])([CH3:21])[CH3:22])([CH3:19])[CH3:18]. The catalyst class is: 202. (5) Reactant: [CH2:1]([O:8][C:9](=[O:35])[CH2:10][C@@H:11]([N:24]1[CH:28]=[CH:27][C:26]([C:29]2[CH:34]=[CH:33][CH:32]=[CH:31][CH:30]=2)=[CH:25]1)[C:12]([NH:14][C@H:15]([C:20](=[O:23])[NH:21][CH3:22])[C:16]([CH3:19])([CH3:18])[CH3:17])=[O:13])[C:2]1[CH:7]=[CH:6][CH:5]=[CH:4][CH:3]=1.C(OC(=O)C[C@@H](NC(OC(C)(C)C)=O)C(N[C@H](C(=O)NC)C(C)(C)C)=O)C1C=CC=CC=1.C(C(NC(=O)[C@H](N1C=CC(C2C=CC([C:96]3[CH:101]=[CH:100][C:99]([C:102](=[O:104])[NH2:103])=[CH:98][CH:97]=3)=CC=2)=C1)CC(O)=O)CO)C1C=CC=CC=1. Product: [CH2:1]([O:8][C:9](=[O:35])[CH2:10][C@@H:11]([N:24]1[CH:28]=[CH:27][C:26]([C:29]2[CH:30]=[CH:31][C:32]([C:96]3[CH:101]=[CH:100][C:99]([C:102](=[O:104])[NH2:103])=[CH:98][CH:97]=3)=[CH:33][CH:34]=2)=[CH:25]1)[C:12]([NH:14][C@H:15]([C:20](=[O:23])[NH:21][CH3:22])[C:16]([CH3:19])([CH3:18])[CH3:17])=[O:13])[C:2]1[CH:7]=[CH:6][CH:5]=[CH:4][CH:3]=1. The catalyst class is: 26. (6) Reactant: [NH2:1][CH:2]([C:7]1[CH:12]=[CH:11][C:10]([O:13][CH:14]([F:16])[F:15])=[C:9]([O:17][CH2:18][CH:19]2[CH2:21][CH2:20]2)[CH:8]=1)[CH2:3][C:4]([OH:6])=[O:5].[C:22]([Cl:25])(=O)C. Product: [ClH:25].[CH3:22][O:5][C:4](=[O:6])[CH2:3][CH:2]([NH2:1])[C:7]1[CH:12]=[CH:11][C:10]([O:13][CH:14]([F:16])[F:15])=[C:9]([O:17][CH2:18][CH:19]2[CH2:21][CH2:20]2)[CH:8]=1. The catalyst class is: 5.